Predict the product of the given reaction. From a dataset of Forward reaction prediction with 1.9M reactions from USPTO patents (1976-2016). (1) Given the reactants [Cl:1][C:2]1[N:3]=[C:4]([N:19]2[CH2:24][CH2:23][O:22][CH2:21][CH2:20]2)[C:5]2[S:10][C:9]([C:11]3[CH:12]=[C:13]([OH:17])[CH:14]=[CH:15][CH:16]=3)=[C:8]([CH3:18])[C:6]=2[N:7]=1.C(=O)([O-])[O-].[Cs+].[Cs+].Cl.Cl[CH2:33][CH2:34][N:35]1[CH2:40][CH2:39][O:38][CH2:37][CH2:36]1, predict the reaction product. The product is: [Cl:1][C:2]1[N:3]=[C:4]([N:19]2[CH2:20][CH2:21][O:22][CH2:23][CH2:24]2)[C:5]2[S:10][C:9]([C:11]3[CH:16]=[CH:15][CH:14]=[C:13]([O:17][CH2:33][CH2:34][N:35]4[CH2:40][CH2:39][O:38][CH2:37][CH2:36]4)[CH:12]=3)=[C:8]([CH3:18])[C:6]=2[N:7]=1. (2) Given the reactants [C:1]1([C@@H:7]([NH:19][C:20]2[CH:25]=[CH:24][CH:23]=[CH:22][CH:21]=2)[C:8]([O:10][C@@H:11]2[CH:16]3[CH2:17][CH2:18][N:13]([CH2:14][CH2:15]3)[CH2:12]2)=[O:9])[CH:6]=[CH:5][CH:4]=[CH:3][CH:2]=1.[Br:26][CH2:27][C:28]([C:30]1[CH:39]=[CH:38][C:37]2[C:32](=[CH:33][CH:34]=[CH:35][CH:36]=2)[CH:31]=1)=[O:29], predict the reaction product. The product is: [Br-:26].[CH:31]1[C:32]2[C:37](=[CH:36][CH:35]=[CH:34][CH:33]=2)[CH:38]=[CH:39][C:30]=1[C:28](=[O:29])[CH2:27][N+:13]12[CH2:14][CH2:15][CH:16]([CH2:17][CH2:18]1)[C@@H:11]([O:10][C:8](=[O:9])[C@@H:7]([C:1]1[CH:2]=[CH:3][CH:4]=[CH:5][CH:6]=1)[NH:19][C:20]1[CH:25]=[CH:24][CH:23]=[CH:22][CH:21]=1)[CH2:12]2. (3) The product is: [C:27]([O:26][C:25](=[O:31])[NH:24][CH2:23][C:21]1[O:20][N:19]=[C:18]([C@@H:13]2[CH2:12][CH2:11][C@@H:10]3[CH2:17][N:14]2[C:15](=[O:16])[N:9]3[OH:8])[CH:22]=1)([CH3:30])([CH3:28])[CH3:29]. Given the reactants C([O:8][N:9]1[C:15](=[O:16])[N:14]2[CH2:17][C@H:10]1[CH2:11][CH2:12][C@H:13]2[C:18]1[CH:22]=[C:21]([CH2:23][NH:24][C:25](=[O:31])[O:26][C:27]([CH3:30])([CH3:29])[CH3:28])[O:20][N:19]=1)C1C=CC=CC=1, predict the reaction product. (4) Given the reactants [CH3:1][NH:2][C:3]([C:5]1[CH:6]=[N:7][C:8]([O:11][C:12]2[CH:22]=[CH:21][C:15]3[CH2:16][CH2:17][NH:18][CH2:19][CH2:20][C:14]=3[CH:13]=2)=[CH:9][CH:10]=1)=[O:4].[CH3:23][CH:24]1[CH2:28][CH2:27][C:26](=O)[CH2:25]1, predict the reaction product. The product is: [CH3:1][NH:2][C:3]([C:5]1[CH:6]=[N:7][C:8]([O:11][C:12]2[CH:22]=[CH:21][C:15]3[CH2:16][CH2:17][N:18]([CH:26]4[CH2:27][CH2:28][CH:24]([CH3:23])[CH2:25]4)[CH2:19][CH2:20][C:14]=3[CH:13]=2)=[CH:9][CH:10]=1)=[O:4]. (5) Given the reactants [NH:1]1[C:5]2[CH:6]=[CH:7][CH:8]=[CH:9][C:4]=2[N:3]=[C:2]1[CH2:10][N:11]([CH3:22])[CH:12]1[C:21]2[N:20]=[CH:19][CH:18]=[CH:17][C:16]=2[CH2:15][CH2:14][CH2:13]1.Cl[CH2:24][CH2:25][CH2:26][N:27]1[CH2:32][CH2:31][N:30]([C:33]([O:35][C:36]([CH3:39])([CH3:38])[CH3:37])=[O:34])[CH2:29][CH2:28]1.CN(CC1N(CCN2CCCCC2)C2C=CC=CC=2N=1)C1C2N=CC=CC=2CCC1, predict the reaction product. The product is: [CH3:22][N:11]([CH2:10][C:2]1[N:3]([CH2:24][CH2:25][CH2:26][N:27]2[CH2:32][CH2:31][N:30]([C:33]([O:35][C:36]([CH3:37])([CH3:39])[CH3:38])=[O:34])[CH2:29][CH2:28]2)[C:4]2[CH:9]=[CH:8][CH:7]=[CH:6][C:5]=2[N:1]=1)[CH:12]1[C:21]2[N:20]=[CH:19][CH:18]=[CH:17][C:16]=2[CH2:15][CH2:14][CH2:13]1.